From a dataset of Forward reaction prediction with 1.9M reactions from USPTO patents (1976-2016). Predict the product of the given reaction. Given the reactants [NH:1]1[CH2:5][CH2:4][CH2:3][C@H:2]1[C:6]([N:8]1[CH2:12][CH2:11][CH2:10][C@H:9]1[C:13]([O:15][C:16]([CH3:19])([CH3:18])[CH3:17])=[O:14])=[O:7].[C:20]1(=[O:34])[N:24]([CH:25]([CH2:29][CH2:30][CH2:31][CH3:32])C(O)=O)[C:23](=[O:33])[CH:22]=[CH:21]1.CCN(C(C)C)C(C)C.CN([C:47]([O:51]N1N=NC2C=CC=NC1=2)=[N+](C)C)C.F[P-](F)(F)(F)(F)F, predict the reaction product. The product is: [O:34]=[C:20]1[CH:21]=[CH:22][C:23](=[O:33])[N:24]1[CH2:25][CH2:29][CH2:30][CH2:31][CH2:32][C:47]([N:1]1[CH2:5][CH2:4][CH2:3][C@H:2]1[C:6]([N:8]1[CH2:12][CH2:11][CH2:10][C@H:9]1[C:13]([O:15][C:16]([CH3:19])([CH3:18])[CH3:17])=[O:14])=[O:7])=[O:51].